From a dataset of Peptide-MHC class II binding affinity with 134,281 pairs from IEDB. Regression. Given a peptide amino acid sequence and an MHC pseudo amino acid sequence, predict their binding affinity value. This is MHC class II binding data. (1) The peptide sequence is PTLLFLKVPAQNAIST. The MHC is DRB1_0301 with pseudo-sequence DRB1_0301. The binding affinity (normalized) is 0. (2) The binding affinity (normalized) is 0.640. The MHC is DRB4_0101 with pseudo-sequence DRB4_0103. The peptide sequence is KRHRLIGAVVLAVSV.